From a dataset of Reaction yield outcomes from USPTO patents with 853,638 reactions. Predict the reaction yield, written as a fraction of the theoretical maximum amount of product (1.0 means a 100% yield; for example, 0.34 means a 34% yield). (1) The reactants are [H][H].Cl.[Cl:4][C:5]1[CH:6]=[C:7]([C:12]2[CH2:13][CH2:14][NH:15][CH2:16][CH:17]=2)[CH:8]=[CH:9][C:10]=1[Cl:11]. The catalyst is [Pd]. The product is [ClH:4].[Cl:4][C:5]1[CH:6]=[C:7]([CH:12]2[CH2:17][CH2:16][NH:15][CH2:14][CH2:13]2)[CH:8]=[CH:9][C:10]=1[Cl:11]. The yield is 0.720. (2) The reactants are [CH3:1][O:2][CH2:3][CH2:4][NH2:5].Br.[NH2:7][C:8]1[C:13]([CH2:14]Br)=[CH:12][C:11]([Br:16])=[CH:10][N:9]=1.CCN(C(C)C)C(C)C. The catalyst is C(Cl)Cl. The product is [NH2:7][C:8]1[C:13]([CH2:14][NH:5][CH2:4][CH2:3][O:2][CH3:1])=[CH:12][C:11]([Br:16])=[CH:10][N:9]=1. The yield is 0.900.